Dataset: Catalyst prediction with 721,799 reactions and 888 catalyst types from USPTO. Task: Predict which catalyst facilitates the given reaction. (1) The catalyst class is: 16. Reactant: [C:1]([C:5]1[CH:10]=[CH:9][N:8]=[C:7]([N:11]([CH3:21])[C:12]2[CH:17]=[CH:16][N:15]=[C:14](S(C)=O)[N:13]=2)[N:6]=1)([CH3:4])([CH3:3])[CH3:2].[Cl:22][C:23]1[CH:28]=[CH:27][CH:26]=[CH:25][C:24]=1[CH2:29][CH2:30][NH2:31]. Product: [Cl:22][C:23]1[CH:28]=[CH:27][CH:26]=[CH:25][C:24]=1[CH2:29][CH2:30][NH:31][C:14]1[N:13]=[C:12]([N:11]([C:7]2[N:6]=[C:5]([C:1]([CH3:4])([CH3:3])[CH3:2])[CH:10]=[CH:9][N:8]=2)[CH3:21])[CH:17]=[CH:16][N:15]=1. (2) Reactant: CC(C[AlH]CC(C)C)C.[F:10][C:11]1[CH:16]=[CH:15][C:14]([C:17]2[O:18][CH:19]=[C:20]([C:22](OC)=[O:23])[N:21]=2)=[CH:13][CH:12]=1. Product: [F:10][C:11]1[CH:12]=[CH:13][C:14]([C:17]2[O:18][CH:19]=[C:20]([CH2:22][OH:23])[N:21]=2)=[CH:15][CH:16]=1. The catalyst class is: 1. (3) Reactant: [OH:1][CH2:2][CH:3]1[CH:8]([NH:9][C:10](=[O:16])[O:11][C:12]([CH3:15])([CH3:14])[CH3:13])[CH2:7][CH2:6][O:5][CH2:4]1.[F:17][C:18]1[CH:23]=[C:22]([N:24]2[CH:28]=[C:27]([CH3:29])[CH:26]=[N:25]2)[CH:21]=[CH:20][C:19]=1O.C1CCN(C(N=NC(N2CCCCC2)=O)=O)CC1.P(CCCC)(CCCC)CCCC. Product: [F:17][C:18]1[CH:23]=[C:22]([N:24]2[CH:28]=[C:27]([CH3:29])[CH:26]=[N:25]2)[CH:21]=[CH:20][C:19]=1[O:1][CH2:2][CH:3]1[CH:8]([NH:9][C:10](=[O:16])[O:11][C:12]([CH3:13])([CH3:15])[CH3:14])[CH2:7][CH2:6][O:5][CH2:4]1. The catalyst class is: 1.